Dataset: Forward reaction prediction with 1.9M reactions from USPTO patents (1976-2016). Task: Predict the product of the given reaction. (1) The product is: [C:1]([C:5]1[CH:15]=[CH:14][CH:13]=[CH:12][C:6]=1[O:7][CH:8]1[CH2:9][N:10]([C:23]([C:24]2[CH:29]=[CH:28][CH:27]=[CH:26][CH:25]=2)=[O:30])[CH2:11]1)([CH3:4])([CH3:2])[CH3:3]. Given the reactants [C:1]([C:5]1[CH:15]=[CH:14][CH:13]=[CH:12][C:6]=1[O:7][CH:8]1[CH2:11][NH:10][CH2:9]1)([CH3:4])([CH3:3])[CH3:2].C(N(CC)CC)C.[C:23](Cl)(=[O:30])[C:24]1[CH:29]=[CH:28][CH:27]=[CH:26][CH:25]=1, predict the reaction product. (2) Given the reactants [F:1][C:2]1[C:3]([C:9]2[N:13]([CH:14]3[CH2:19][CH2:18][O:17][CH2:16][CH2:15]3)[C:12]([CH3:20])=[N:11][CH:10]=2)=[N:4][C:5]([NH2:8])=[N:6][CH:7]=1.Br[C:22]1[CH:23]=[C:24]([C:28](=[O:30])[CH3:29])[CH:25]=[N:26][CH:27]=1, predict the reaction product. The product is: [F:1][C:2]1[C:3]([C:9]2[N:13]([CH:14]3[CH2:19][CH2:18][O:17][CH2:16][CH2:15]3)[C:12]([CH3:20])=[N:11][CH:10]=2)=[N:4][C:5]([NH:8][C:22]2[CH:23]=[C:24]([C:28](=[O:30])[CH3:29])[CH:25]=[N:26][CH:27]=2)=[N:6][CH:7]=1. (3) Given the reactants CS(C)=O.[N:5]1([C:11]2[CH:12]=[C:13]([CH:19]=[CH:20][CH:21]=2)[C:14]([O:16][CH2:17][CH3:18])=[O:15])[CH2:10][CH2:9][NH:8][CH2:7][CH2:6]1.Br[C:23]1[N:28]=[CH:27][CH:26]=[CH:25][N:24]=1.C(N(C(C)C)CC)(C)C, predict the reaction product. The product is: [N:24]1[CH:25]=[CH:26][CH:27]=[N:28][C:23]=1[N:8]1[CH2:7][CH2:6][N:5]([C:11]2[CH:12]=[C:13]([CH:19]=[CH:20][CH:21]=2)[C:14]([O:16][CH2:17][CH3:18])=[O:15])[CH2:10][CH2:9]1. (4) Given the reactants C(O[CH:4](OCC)[CH2:5][O:6][C:7]1[CH:12]=[CH:11][C:10]([C:13]2([C:16]([OH:18])=[O:17])[CH2:15][CH2:14]2)=[CH:9][CH:8]=1)C, predict the reaction product. The product is: [O:6]1[C:7]2[CH:12]=[CH:11][C:10]([C:13]3([C:16]([OH:18])=[O:17])[CH2:15][CH2:14]3)=[CH:9][C:8]=2[CH:4]=[CH:5]1. (5) Given the reactants [NH2:1][C:2]1[C:7]([F:8])=[C:6]([Cl:9])[N:5]=[C:4]([C:10]([O:12][CH3:13])=[O:11])[C:3]=1I.C([Sn](CCCC)(CCCC)[S:20][CH3:21])CCC, predict the reaction product. The product is: [NH2:1][C:2]1[C:7]([F:8])=[C:6]([Cl:9])[N:5]=[C:4]([C:10]([O:12][CH3:13])=[O:11])[C:3]=1[S:20][CH3:21].